This data is from Full USPTO retrosynthesis dataset with 1.9M reactions from patents (1976-2016). The task is: Predict the reactants needed to synthesize the given product. (1) Given the product [Cl:1][C:2]1[CH:3]=[C:4]2[C:12](=[C:13]([Cl:15])[CH:14]=1)[NH:11][C:10]1[C:9]([C:21]([F:23])([F:22])[F:24])([OH:16])[CH2:8][CH2:7][CH2:6][C:5]2=1, predict the reactants needed to synthesize it. The reactants are: [Cl:1][C:2]1[CH:3]=[C:4]2[C:12](=[C:13]([Cl:15])[CH:14]=1)[NH:11][C:10]1[C:9]([C:21]([F:24])([F:23])[F:22])([O:16][Si](C)(C)C)[CH2:8][CH2:7][CH2:6][C:5]2=1.[OH-].[K+]. (2) Given the product [F:1][C:2]1[CH:3]=[C:4]([C:22]2[C:23]([C:28]#[N:29])=[CH:24][CH:25]=[CH:26][CH:27]=2)[CH:5]=[CH:6][C:7]=1[CH2:8][C:9]1[C:10](=[O:21])[N:11]([C:37]2[CH:38]=[CH:39][C:34]([O:33][CH:31]([CH3:32])[CH3:30])=[CH:35][CH:36]=2)[C:12]2[N:13]([N:18]=[CH:19][N:20]=2)[C:14]=1[CH2:15][CH2:16][CH3:17], predict the reactants needed to synthesize it. The reactants are: [F:1][C:2]1[CH:3]=[C:4]([C:22]2[C:23]([C:28]#[N:29])=[CH:24][CH:25]=[CH:26][CH:27]=2)[CH:5]=[CH:6][C:7]=1[CH2:8][C:9]1[C:10](=[O:21])[NH:11][C:12]2[N:13]([N:18]=[CH:19][N:20]=2)[C:14]=1[CH2:15][CH2:16][CH3:17].[CH3:30][CH:31]([O:33][C:34]1[CH:39]=[CH:38][C:37](B(O)O)=[CH:36][CH:35]=1)[CH3:32].C(N(CC)CC)C.N1C=CC=CC=1. (3) Given the product [C:20]12([C:17]3[CH:18]=[CH:19][C:14]([O:13][CH2:12][C:11]([NH:10][C:5]4[CH:6]=[CH:7][CH:8]=[CH:9][C:4]=4[C:3]([OH:31])=[O:2])=[O:30])=[CH:15][CH:16]=3)[CH2:29][CH:24]3[CH2:23][CH:22]([CH2:28][CH:26]([CH2:25]3)[CH2:27]1)[CH2:21]2, predict the reactants needed to synthesize it. The reactants are: C[O:2][C:3](=[O:31])[C:4]1[CH:9]=[CH:8][CH:7]=[CH:6][C:5]=1[NH:10][C:11](=[O:30])[CH2:12][O:13][C:14]1[CH:19]=[CH:18][C:17]([C:20]23[CH2:29][CH:24]4[CH2:25][CH:26]([CH2:28][CH:22]([CH2:23]4)[CH2:21]2)[CH2:27]3)=[CH:16][CH:15]=1.Cl.C(OCC)(=O)C.